Task: Predict the product of the given reaction.. Dataset: Forward reaction prediction with 1.9M reactions from USPTO patents (1976-2016) (1) Given the reactants [F:1][C:2]1[CH:10]=[C:9]2[C:5]([CH2:6][CH2:7][N:8]2[CH:11]2[CH2:16][CH2:15][N:14]([C:17]([NH:19][C:20]3[S:21][CH:22]=[C:23]([CH2:25][C:26](OCC)=[O:27])[N:24]=3)=[O:18])[CH2:13][CH2:12]2)=[CH:4][CH:3]=1.CC(C[AlH]CC(C)C)C.C(O)(=O)C(C(C(O)=O)O)O.[Na], predict the reaction product. The product is: [F:1][C:2]1[CH:10]=[C:9]2[C:5]([CH2:6][CH2:7][N:8]2[CH:11]2[CH2:16][CH2:15][N:14]([C:17]([NH:19][C:20]3[S:21][CH:22]=[C:23]([CH2:25][CH2:26][OH:27])[N:24]=3)=[O:18])[CH2:13][CH2:12]2)=[CH:4][CH:3]=1. (2) Given the reactants [CH2:1]([C@@H:5]1[N:10]([CH2:11][C:12]2[CH:16]=[C:15]([C:17]3[CH:22]=[CH:21][CH:20]=[CH:19][CH:18]=3)[O:14][N:13]=2)[CH2:9][C@H:8]([CH2:23][CH:24]([CH3:26])[CH3:25])[NH:7][C:6]1=[O:27])[CH:2]([CH3:4])[CH3:3].C([C@@H]1NC[C@H](CC(C)C)NC1=O)C(C)C.[Cl:43]C1C=CC(C2ON=C(C=O)C=2)=CC=1, predict the reaction product. The product is: [Cl:43][C:20]1[CH:19]=[CH:18][C:17]([C:15]2[O:14][N:13]=[C:12]([CH2:11][N:10]3[CH2:9][C@H:8]([CH2:23][CH:24]([CH3:26])[CH3:25])[NH:7][C:6](=[O:27])[C@@H:5]3[CH2:1][CH:2]([CH3:4])[CH3:3])[CH:16]=2)=[CH:22][CH:21]=1.